Dataset: NCI-60 drug combinations with 297,098 pairs across 59 cell lines. Task: Regression. Given two drug SMILES strings and cell line genomic features, predict the synergy score measuring deviation from expected non-interaction effect. (1) Cell line: SK-MEL-2. Synergy scores: CSS=11.5, Synergy_ZIP=-0.870, Synergy_Bliss=5.69, Synergy_Loewe=-39.6, Synergy_HSA=1.16. Drug 2: C1=NNC2=C1C(=O)NC=N2. Drug 1: C1=CC(=CC=C1CCC2=CNC3=C2C(=O)NC(=N3)N)C(=O)NC(CCC(=O)O)C(=O)O. (2) Drug 1: CC1=C(C(=CC=C1)Cl)NC(=O)C2=CN=C(S2)NC3=CC(=NC(=N3)C)N4CCN(CC4)CCO. Drug 2: CS(=O)(=O)OCCCCOS(=O)(=O)C. Cell line: COLO 205. Synergy scores: CSS=29.1, Synergy_ZIP=3.77, Synergy_Bliss=-2.83, Synergy_Loewe=6.05, Synergy_HSA=0.707. (3) Drug 1: CN(CCCl)CCCl.Cl. Drug 2: B(C(CC(C)C)NC(=O)C(CC1=CC=CC=C1)NC(=O)C2=NC=CN=C2)(O)O. Cell line: SW-620. Synergy scores: CSS=45.2, Synergy_ZIP=-5.91, Synergy_Bliss=-1.70, Synergy_Loewe=-25.8, Synergy_HSA=-1.22. (4) Drug 1: CC1=CC2C(CCC3(C2CCC3(C(=O)C)OC(=O)C)C)C4(C1=CC(=O)CC4)C. Drug 2: CC12CCC3C(C1CCC2OP(=O)(O)O)CCC4=C3C=CC(=C4)OC(=O)N(CCCl)CCCl.[Na+]. Cell line: ACHN. Synergy scores: CSS=-2.78, Synergy_ZIP=-1.43, Synergy_Bliss=-5.30, Synergy_Loewe=-5.90, Synergy_HSA=-4.81. (5) Drug 1: C1=C(C(=O)NC(=O)N1)F. Drug 2: CC1C(C(CC(O1)OC2CC(CC3=C2C(=C4C(=C3O)C(=O)C5=CC=CC=C5C4=O)O)(C(=O)C)O)N)O. Cell line: DU-145. Synergy scores: CSS=44.9, Synergy_ZIP=-6.89, Synergy_Bliss=-10.3, Synergy_Loewe=-7.40, Synergy_HSA=-5.40. (6) Drug 1: CC1=C2C(C(=O)C3(C(CC4C(C3C(C(C2(C)C)(CC1OC(=O)C(C(C5=CC=CC=C5)NC(=O)OC(C)(C)C)O)O)OC(=O)C6=CC=CC=C6)(CO4)OC(=O)C)OC)C)OC. Drug 2: CC1=C2C(C(=O)C3(C(CC4C(C3C(C(C2(C)C)(CC1OC(=O)C(C(C5=CC=CC=C5)NC(=O)C6=CC=CC=C6)O)O)OC(=O)C7=CC=CC=C7)(CO4)OC(=O)C)O)C)OC(=O)C. Cell line: SNB-75. Synergy scores: CSS=50.1, Synergy_ZIP=6.81, Synergy_Bliss=8.21, Synergy_Loewe=4.50, Synergy_HSA=9.99. (7) Drug 1: CC1C(C(CC(O1)OC2CC(CC3=C2C(=C4C(=C3O)C(=O)C5=C(C4=O)C(=CC=C5)OC)O)(C(=O)C)O)N)O.Cl. Drug 2: CC(C)(C#N)C1=CC(=CC(=C1)CN2C=NC=N2)C(C)(C)C#N. Cell line: SF-268. Synergy scores: CSS=19.4, Synergy_ZIP=-3.45, Synergy_Bliss=2.31, Synergy_Loewe=-9.76, Synergy_HSA=-0.122. (8) Drug 1: C1=NC2=C(N1)C(=S)N=CN2. Drug 2: C1CN(P(=O)(OC1)NCCCl)CCCl. Cell line: K-562. Synergy scores: CSS=57.9, Synergy_ZIP=-0.0628, Synergy_Bliss=-0.00169, Synergy_Loewe=-53.1, Synergy_HSA=-3.21.